This data is from Catalyst prediction with 721,799 reactions and 888 catalyst types from USPTO. The task is: Predict which catalyst facilitates the given reaction. (1) Reactant: [H-].[H-].[H-].[H-].[Li+].[Al+3].[CH3:7][O:8][C:9]1[CH:14]=[CH:13][C:12]([C:15]2[CH:19]=[C:18]([C:20]([F:23])([F:22])[F:21])O[N:16]=2)=[CH:11][C:10]=1[O:24][CH2:25][CH2:26][CH2:27][O:28][CH3:29]. Product: [CH3:7][O:8][C:9]1[CH:14]=[CH:13][C:12]([CH:15]2[CH:19]([CH2:18][C:20]([F:23])([F:22])[F:21])[NH:16]2)=[CH:11][C:10]=1[O:24][CH2:25][CH2:26][CH2:27][O:28][CH3:29]. The catalyst class is: 1. (2) Reactant: [C:1]([C:3]1[CH:4]=[CH:5][C:6]2[O:11][CH:10]([C:12]([O:14][CH3:15])=[O:13])[CH2:9][NH:8][C:7]=2[CH:16]=1)#[N:2].C([O-])([O-])=O.[K+].[K+].Cl[C:24]([O:26][CH2:27][CH3:28])=[O:25]. Product: [C:1]([C:3]1[CH:4]=[CH:5][C:6]2[O:11][CH:10]([C:12]([O:14][CH3:15])=[O:13])[CH2:9][N:8]([C:24]([O:26][CH2:27][CH3:28])=[O:25])[C:7]=2[CH:16]=1)#[N:2]. The catalyst class is: 4. (3) Reactant: [C:1]([O:5][C:6]([NH:8][C@@H:9]1[CH2:14][CH2:13][C@H:12](C(O)=O)[CH2:11][CH2:10]1)=[O:7])([CH3:4])([CH3:3])[CH3:2].C([N:20]([CH2:23]C)CC)C.C1(P(N=[N+]=[N-])(C2C=CC=CC=2)=[O:32])C=CC=CC=1.[CH2:42]([OH:49])[C:43]1[CH:48]=[CH:47][CH:46]=[CH:45][CH:44]=1. Product: [C:1]([O:5][C:6](=[O:7])[NH:8][C@H:9]1[CH2:10][CH2:11][C@@H:12]([NH:20][C:23]([O:49][CH2:42][C:43]2[CH:48]=[CH:47][CH:46]=[CH:45][CH:44]=2)=[O:32])[CH2:13][CH2:14]1)([CH3:2])([CH3:3])[CH3:4]. The catalyst class is: 48. (4) Reactant: CO[C:3](=[O:13])[C:4]1[CH:9]=[C:8]([Br:10])[CH:7]=[C:6]([CH3:11])[C:5]=1[NH2:12].[CH2:14]([N:16]([CH2:20][CH3:21])[CH2:17][CH2:18][NH2:19])[CH3:15]. Product: [CH2:14]([N:16]([CH2:17][CH2:18][NH:19][C:3](=[O:13])[C:4]1[CH:9]=[C:8]([Br:10])[CH:7]=[C:6]([CH3:11])[C:5]=1[NH2:12])[CH2:20][CH3:21])[CH3:15]. The catalyst class is: 8. (5) Reactant: Cl[C:2]1[C:11]2=[N:12][N:13](CC3C=CC(OC)=CC=3)[CH:14]=[C:10]2[C:9]2[CH:8]=[C:7]([O:24][CH3:25])[CH:6]=[CH:5][C:4]=2[N:3]=1.[CH3:26][N:27]1[C:36]2[C:31](=[CH:32][C:33]([NH2:37])=[CH:34][CH:35]=2)[CH2:30][CH2:29][CH2:28]1.Cl. Product: [CH3:25][O:24][C:7]1[CH:6]=[CH:5][C:4]2[N:3]=[C:2]([NH:37][C:33]3[CH:32]=[C:31]4[C:36](=[CH:35][CH:34]=3)[N:27]([CH3:26])[CH2:28][CH2:29][CH2:30]4)[C:11]3=[N:12][NH:13][CH:14]=[C:10]3[C:9]=2[CH:8]=1. The catalyst class is: 71. (6) The catalyst class is: 13. Reactant: [NH2:1][C:2]1[C:7]([NH:8][C:9](=[O:12])[CH2:10][Cl:11])=[CH:6][C:5]([O:13][CH3:14])=[CH:4][N:3]=1.N1C=CC=CC=1.O1CCCC1.Cl[C:27]([O:29][CH2:30][C:31]1[CH:36]=[CH:35][CH:34]=[CH:33][CH:32]=1)=[O:28]. Product: [CH2:30]([O:29][C:27](=[O:28])[NH:1][C:2]1[C:7]([NH:8][C:9](=[O:12])[CH2:10][Cl:11])=[CH:6][C:5]([O:13][CH3:14])=[CH:4][N:3]=1)[C:31]1[CH:36]=[CH:35][CH:34]=[CH:33][CH:32]=1.